Dataset: Experimentally validated miRNA-target interactions with 360,000+ pairs, plus equal number of negative samples. Task: Binary Classification. Given a miRNA mature sequence and a target amino acid sequence, predict their likelihood of interaction. (1) The miRNA is hsa-miR-4303 with sequence UUCUGAGCUGAGGACAG. The protein sequence of the target gene is MTKSYSESGLMGEPQPQGPPSWTDECLSSQDEEHEADKKEDELEAMNAEEDSLRNGGEEEDEDEDLEEEEEEEEEEDDQKPKRRGPKKKKMTKARLERFKLRRMKANARERNRMHGLNAALDNLRKVVPCYSKTQKLSKIETLRLAKNYIWALSEILRSGKSPDLVSFVQTLCKGLSQPTTNLVAGCLQLNPRTFLPEQNPDMPPHLPTASASFPVHPYSYQSPGLPSPPYGTMDSSHVFHVKPPPHAYSAALEPFFESPLTDCTSPSFDGPLSPPLSINGNFSFKHEPSTEFEKNYAFT.... Result: 0 (no interaction). (2) The miRNA is hsa-miR-4769-3p with sequence UCUGCCAUCCUCCCUCCCCUAC. The protein sequence of the target gene is MTPIVTVLICLRLSLGPRTHVQAGTLPKPTLWAEPGSVITQGSPVTLWCQGILETQEYRLYREKKTAPWITRIPQEIVKKGQFPIPSITWEHTGRYRCFYGSHTAGWSEPSDPLELVVTGAYIKPTLSALPSPVVTSGGNVTLHCVSQVAFGSFILCKEGEDEHPQCLNSQPRTHGWSRAIFSVGPVSPSRRWSYRCYAYDSNSPHVWSLPSDLLELLVLGVSKKPSLSVQPGPIVAPGESLTLQCVSDVSYDRFVLYKEGERDFLQLPGPQPQAGLSQANFTLGPVSRSYGGQYRCSGA.... Result: 0 (no interaction). (3) The miRNA is mmu-miR-3104-3p with sequence ACGCUCUGCUUUGCUCCCCCAGA. The protein sequence of the target gene is MTMISDLSKDLVEEILSKAPITSLGAVRSTHKQWNALSKGRLLYKAEAKDQFLGFMVMDHRFLSMIFHLNGILKGDGEGFDRPSIREVGDIVNQIDISKVFQCDGLVLCVPSDNSSVVVWNPYLGQTKWIEAREPHDESDMFALGYDKDKNHKILRLYDECYYYYEVYNFKTESWGEEDHLPGWDIDSYNRGVSLNGNTYFLTQEQRAKDKYRVFLLCFNFTTEKFENFIAMPFKYHRKYVGTLSCVGNEKLAALYQRWDTGEMAIWVTTKIESNEVLWSNLFKVDMKPLVRFGFQQCKD.... Result: 0 (no interaction). (4) The miRNA is cel-miR-66-5p with sequence CAUGACACUGAUUAGGGAUGUGA. The protein sequence of the target gene is MAPTLQQAYRRRWWMACTAVLENLFFSAVLLGWGSLLIILKNEGFYSSTCPAESSTNTTQDEQRRWPGCDQQDEMLNLGFTIGSFVLSATTLPLGILMDRFGPRPVRLVGSACFTASCTLMALASRDVEALSPLIFLALSLNGFGGICLTFTSLTLPNMFGNLRSTLMALMIGSYASSAITFPGIKLIYDAGVAFVVIMFTWSGLACLIFLNCTLNWPIEAFPAPEEVNYTKKIKLSGLALDHKVTGDLFYTHVTTMGQRLSQKAPSLEDGSDAFMSPQDVRGTSENLPERSVPLRKSLC.... Result: 0 (no interaction). (5) The miRNA is hsa-miR-873-5p with sequence GCAGGAACUUGUGAGUCUCCU. The protein sequence of the target gene is MSRPVRNRKVVDYSQFQESDDADEDYGRDSGPPAKKIRSSPREAKNKRRSGKNSQEDSEDSEEKDVKTKKDDSHSAEDSEDEKDDHKNVRQQRQAASKAASKQREMLLEDVGSEEEPEEDDEAPFQEKDSGSDEDFLMEDDDDSDYGSSKKKNKKMVKKSKPERKEKKMPKPRLKATVTPSPVKGKAKVGRPTASKKSKEKTPSPKEEDEEAESPPEKKSGDEGSEDEASSGED. Result: 0 (no interaction). (6) The miRNA is hsa-miR-15b-5p with sequence UAGCAGCACAUCAUGGUUUACA. The protein sequence of the target gene is MVDASGRAAAEGWRKMEAPPDGAADLVPLDRYDAARAKIAANLQWICAKAYGRDNIPEDLRDPFYVDQYEQEHIKPPVIKLLLSSELYCRVCSLILKGDQVAALQGHQSVIQALSRKGIYVMESDDTPVTESDLSRAPIKMSAHMAMVDALMMAYTVEMISIEKVVASVKRFSTFSASKELPYDLEDAMVFWINKVNLKMREITEKEVKLKQQLLESPAHQKVRYRREHLSARQSPYFPLLEDLMRDGSDGAALLAVIHYYCPEQMKLDDICLKEVTSMADSLYNIRLLREFSNEYLNKC.... Result: 1 (interaction). (7) The miRNA is hsa-miR-526b-5p with sequence CUCUUGAGGGAAGCACUUUCUGU. The protein sequence of the target gene is MWLPPALLLLSLSGCFSIQGPESVRAPEQGSLTVQCHYKQGWETYIKWWCRGVRWDTCKILIETRGSEQGEKSDRVSIKDNQKDRTFTVTMEGLRRDDADVYWCGIERRGPDLGTQVKVIVDPEGAASTTASSPTNSNMAVFIGSHKRNHYMLLVFVKVPILLILVTAILWLKGSQRVPEEPGEQPIYMNFSEPLTKDMAT. Result: 1 (interaction). (8) The miRNA is mmu-miR-194-5p with sequence UGUAACAGCAACUCCAUGUGGA. The protein sequence of the target gene is MGSGGDSLLGGRGSLPLLLLLIMGGMAQDSPPQILVHPQDQLFQGPGPARMSCQASGQPPPTIRWLLNGQPLSMVPPDPHHLLPDGTLLLLQPPARGHAHDGQALSTDLGVYTCEASNRLGTAVSRGARLSVAVLREDFQIQPRDMVAVVGEQFTLECGPPWGHPEPTVSWWKDGKPLALQPGRHTVSGGSLLMARAEKSDEGTYMCVATNSAGHRESRAARVSIQEPQDYTEPVELLAVRIQLENVTLLNPDPAEGPKPRPAVWLSWKVSGPAAPAQSYTALFRTQTAPGGQGAPWAEE.... Result: 0 (no interaction). (9) The miRNA is hsa-miR-4749-3p with sequence CGCCCCUCCUGCCCCCACAG. The protein sequence of the target gene is MNSVRAANRRPRRVSRPRPVQQQQQQPPQQPPPQPPQQQPPPQPPQQPPQQQPPPPPQQQPPPPPPPPPPPPQDRNNAGERDDVPADMVAEESGPGAQNSPYQLRRKTLLPKRTACPTKSSMEGASTSTTENFGHRAKRARVSGKSQDLSAAPAEQYLQEKLPDEVVLKIFSYLLEQDLCRAACVCKRFSELANDPILWKRLYMEVFEYTRPMMHPEPGKFYQINPEEYEHPNPWKESFQQLYKGAHVKPGFAEHFYSNPARYKGRENMLYYDTIEDALGGVQEAHFDGLIFVHSGIYTD.... Result: 0 (no interaction). (10) The miRNA is hsa-miR-182-3p with sequence UGGUUCUAGACUUGCCAACUA. The protein sequence of the target gene is MSMPLHQISAIPSQDAISARVYRSKTKEKEREEQNEKTLGHFMSHSSNISKAGSPPSASAPAPVSSFSRTSITPSSQDICRICHCEGDDESPLITPCHCTGSLHFVHQACLQQWIKSSDTRCCELCKYEFIMETKLKPLRKWEKLQMTSSERRKIMCSVTFHVIAITCVVWSLYVLIDRTAEEIKQGQATGILEWPFWTKLVVVAIGFTGGLLFMYVQCKVYVQLWKRLKAYNRVIYVQNCPETSKKNIFEKSPLTEPNFENKHGYGICHSDTNSSCCTEPEDTGAEIIHV. Result: 0 (no interaction).